Task: Predict the reactants needed to synthesize the given product.. Dataset: Full USPTO retrosynthesis dataset with 1.9M reactions from patents (1976-2016) (1) Given the product [C:1]([C:9]1[N:13]2[C:14]3[C:19]([CH:20]=[CH:21][C:12]2=[C:11]([C:23]#[N:24])[CH:10]=1)=[C:18]([O:22][CH2:27][CH2:28][N:29]1[CH2:34][CH2:33][O:32][CH2:31][CH2:30]1)[CH:17]=[CH:16][CH:15]=3)(=[O:8])[C:2]1[CH:7]=[CH:6][CH:5]=[CH:4][CH:3]=1, predict the reactants needed to synthesize it. The reactants are: [C:1]([C:9]1[N:13]2[C:14]3[C:19]([CH:20]=[CH:21][C:12]2=[C:11]([C:23]#[N:24])[CH:10]=1)=[C:18]([OH:22])[CH:17]=[CH:16][CH:15]=3)(=[O:8])[C:2]1[CH:7]=[CH:6][CH:5]=[CH:4][CH:3]=1.Cl.Cl[CH2:27][CH2:28][N:29]1[CH2:34][CH2:33][O:32][CH2:31][CH2:30]1.C(=O)([O-])[O-].[K+].[K+].[I-].[K+]. (2) Given the product [Cl:1][C:2]1[N:7]=[C:6]([O:8][CH3:9])[C:5]([C:19]2[S:20][CH:21]=[CH:22][CH:23]=2)=[CH:4][N:3]=1, predict the reactants needed to synthesize it. The reactants are: [Cl:1][C:2]1[N:7]=[C:6]([O:8][CH3:9])[C:5](I)=[CH:4][N:3]=1.CC1(C)C(C)(C)OB([C:19]2[S:20][CH:21]=[CH:22][CH:23]=2)O1.